Dataset: Catalyst prediction with 721,799 reactions and 888 catalyst types from USPTO. Task: Predict which catalyst facilitates the given reaction. (1) Reactant: [C:1]1([C@H:7]([O:9][C:10]([NH:12][C:13]2[CH:17]=[CH:16][O:15][C:14]=2[C:18]2[CH:23]=[CH:22][C:21]([C:24]3[CH:29]=[CH:28][C:27]([C:30]4([C:33]([O:35]C)=[O:34])[CH2:32][CH2:31]4)=[CH:26][CH:25]=3)=[CH:20][CH:19]=2)=[O:11])[CH3:8])[CH:6]=[CH:5][CH:4]=[CH:3][CH:2]=1.O[Li].O.O1CCOCC1. The catalyst class is: 6. Product: [C:1]1([C@H:7]([O:9][C:10]([NH:12][C:13]2[CH:17]=[CH:16][O:15][C:14]=2[C:18]2[CH:23]=[CH:22][C:21]([C:24]3[CH:25]=[CH:26][C:27]([C:30]4([C:33]([OH:35])=[O:34])[CH2:31][CH2:32]4)=[CH:28][CH:29]=3)=[CH:20][CH:19]=2)=[O:11])[CH3:8])[CH:6]=[CH:5][CH:4]=[CH:3][CH:2]=1. (2) Reactant: Cl[C:2]1[C:7]([C:8]#[N:9])=[C:6]([C:10]2[CH:11]=[N:12][CH:13]=[C:14]([O:16][CH3:17])[CH:15]=2)[N:5]=[CH:4][N:3]=1.[SH:18][CH2:19][C:20]([NH2:22])=[O:21].C(=O)([O-])[O-].[Na+].[Na+].C[O-].[Na+]. Product: [NH2:9][C:8]1[C:7]2[C:6]([C:10]3[CH:11]=[N:12][CH:13]=[C:14]([O:16][CH3:17])[CH:15]=3)=[N:5][CH:4]=[N:3][C:2]=2[S:18][C:19]=1[C:20]([NH2:22])=[O:21]. The catalyst class is: 40.